The task is: Predict the product of the given reaction.. This data is from Forward reaction prediction with 1.9M reactions from USPTO patents (1976-2016). (1) Given the reactants C(OC([NH:8][C@@H:9]1[C@@H:14]([NH:15][C:16]([O:18][C:19]([CH3:22])([CH3:21])[CH3:20])=[O:17])[CH2:13][C:12]([C:23]#[N:24])=[CH:11][C@H:10]1[O:25][CH:26]([CH2:29][CH3:30])[CH2:27][CH3:28])=O)(C)(C)C.C(O)(C(F)(F)F)=O.CCN(CC)CC.CC(OC(OC(OC(C)(C)C)=O)=O)(C)C, predict the reaction product. The product is: [NH2:8][C@@H:9]1[C@@H:14]([NH:15][C:16]([O:18][C:19]([CH3:22])([CH3:21])[CH3:20])=[O:17])[CH2:13][C:12]([C:23]#[N:24])=[CH:11][C@H:10]1[O:25][CH:26]([CH2:29][CH3:30])[CH2:27][CH3:28]. (2) Given the reactants C(OC([NH:8][S:9]([NH:12][C:13]1[C:14]([CH3:38])=[C:15]2[C:19](=[C:20]([NH:23][C:24](=[O:29])[C:25]([CH3:28])([CH3:27])[CH3:26])[C:21]=1[CH3:22])[N:18]([CH2:30][CH2:31][CH2:32][CH2:33][CH2:34][CH2:35][CH2:36][CH3:37])[CH2:17][CH2:16]2)(=[O:11])=[O:10])=O)(C)(C)C.[ClH:39].CC(O)C.C(OCC)C, predict the reaction product. The product is: [ClH:39].[CH3:38][C:14]1[C:13]([NH:12][S:9](=[O:10])(=[O:11])[NH2:8])=[C:21]([CH3:22])[C:20]([NH:23][C:24](=[O:29])[C:25]([CH3:26])([CH3:27])[CH3:28])=[C:19]2[C:15]=1[CH2:16][CH2:17][N:18]2[CH2:30][CH2:31][CH2:32][CH2:33][CH2:34][CH2:35][CH2:36][CH3:37]. (3) Given the reactants [O:1]=[C:2]1[C:6]2([CH2:11][CH2:10][CH2:9][N:8]([C:12]([O:14][C:15]([CH3:18])([CH3:17])[CH3:16])=[O:13])[CH2:7]2)[CH:5]([C:19]2[CH:24]=[CH:23][C:22]([CH3:25])=[CH:21][CH:20]=2)[CH2:4][NH:3]1.[Li+].[CH3:27][Si]([N-][Si](C)(C)C)(C)C.IC.[Cl-].[NH4+], predict the reaction product. The product is: [CH3:27][N:3]1[CH2:4][CH:5]([C:19]2[CH:20]=[CH:21][C:22]([CH3:25])=[CH:23][CH:24]=2)[C:6]2([CH2:11][CH2:10][CH2:9][N:8]([C:12]([O:14][C:15]([CH3:18])([CH3:17])[CH3:16])=[O:13])[CH2:7]2)[C:2]1=[O:1].